Dataset: Catalyst prediction with 721,799 reactions and 888 catalyst types from USPTO. Task: Predict which catalyst facilitates the given reaction. (1) Reactant: [NH2:1][C:2]1[CH:17]=[CH:16][C:15]([F:18])=[CH:14][C:3]=1[C:4]([NH:6][C@H:7]([CH3:13])[C:8]([O:10]CC)=[O:9])=[O:5].[OH-].[Na+].Cl.C1(C)C=CC=CC=1. Product: [NH2:1][C:2]1[CH:17]=[CH:16][C:15]([F:18])=[CH:14][C:3]=1[C:4]([NH:6][C@H:7]([CH3:13])[C:8]([OH:10])=[O:9])=[O:5]. The catalyst class is: 8. (2) Reactant: [CH3:1][O:2][C:3]([C:5]1[C:6](=[O:22])[O:7][CH:8]([C:16]2[CH:21]=[CH:20][CH:19]=[CH:18][CH:17]=2)[C:9]=1[C:10]1[CH:15]=[CH:14][CH:13]=[CH:12][CH:11]=1)=[O:4].[CH3:23]O. Product: [CH2:1]([O:2][C:3]([C:5]1[C:6](=[O:22])[O:7][CH:8]([C:16]2[CH:21]=[CH:20][CH:19]=[CH:18][CH:17]=2)[C:9]=1[C:10]1[CH:15]=[CH:14][CH:13]=[CH:12][CH:11]=1)=[O:4])[CH3:23]. The catalyst class is: 8. (3) Reactant: ClC1C(NC2C=C(OC)NN=2)=NC([NH:8][C@H:9]([C:11]2[N:16]=[CH:15][C:14]([F:17])=[CH:13][N:12]=2)[CH3:10])=NC=1.Cl[C:27]1[N:32]=[C:31]([NH:33][C:34]2[CH:38]=[C:37]([CH3:39])[NH:36][N:35]=2)[C:30]([F:40])=[C:29]([N:41]2[CH2:46][CH2:45][O:44][CH2:43][CH2:42]2)[N:28]=1.CCN(C(C)C)C(C)C. Product: [F:40][C:30]1[C:31]([NH:33][C:34]2[CH:38]=[C:37]([CH3:39])[NH:36][N:35]=2)=[N:32][C:27]([NH:8][C@H:9]([C:11]2[N:16]=[CH:15][C:14]([F:17])=[CH:13][N:12]=2)[CH3:10])=[N:28][C:29]=1[N:41]1[CH2:46][CH2:45][O:44][CH2:43][CH2:42]1. The catalyst class is: 114.